Dataset: NCI-60 drug combinations with 297,098 pairs across 59 cell lines. Task: Regression. Given two drug SMILES strings and cell line genomic features, predict the synergy score measuring deviation from expected non-interaction effect. (1) Drug 1: CC1=C2C(C(=O)C3(C(CC4C(C3C(C(C2(C)C)(CC1OC(=O)C(C(C5=CC=CC=C5)NC(=O)C6=CC=CC=C6)O)O)OC(=O)C7=CC=CC=C7)(CO4)OC(=O)C)O)C)OC(=O)C. Drug 2: CC(C)CN1C=NC2=C1C3=CC=CC=C3N=C2N. Cell line: NCI-H460. Synergy scores: CSS=74.5, Synergy_ZIP=18.3, Synergy_Bliss=17.4, Synergy_Loewe=3.80, Synergy_HSA=17.7. (2) Drug 1: C1=CN(C=N1)CC(O)(P(=O)(O)O)P(=O)(O)O. Drug 2: C1CNP(=O)(OC1)N(CCCl)CCCl. Cell line: NCI-H460. Synergy scores: CSS=-1.89, Synergy_ZIP=2.26, Synergy_Bliss=2.77, Synergy_Loewe=-0.849, Synergy_HSA=-0.554.